From a dataset of Reaction yield outcomes from USPTO patents with 853,638 reactions. Predict the reaction yield, written as a fraction of the theoretical maximum amount of product (1.0 means a 100% yield; for example, 0.34 means a 34% yield). (1) The reactants are N1([C:6](N2C=CN=C2)=[O:7])C=CN=C1.[CH:13]1([CH2:18][OH:19])[CH2:17][CH2:16][CH2:15][CH2:14]1.[CH3:20][S:21]([C:24]1[CH:29]=[CH:28][C:27]([N:30]2[C:34]3=[N:35][CH:36]=[N:37][C:38]([O:39][CH:40]4[CH2:45][CH2:44][NH:43][CH2:42][CH2:41]4)=[C:33]3[CH:32]=[N:31]2)=[CH:26][CH:25]=1)(=[O:23])=[O:22].C(N(CC)CC)C. The catalyst is CS(C)=O. The product is [CH:13]1([CH2:18][O:19][C:6]([N:43]2[CH2:44][CH2:45][CH:40]([O:39][C:38]3[N:37]=[CH:36][N:35]=[C:34]4[N:30]([C:27]5[CH:28]=[CH:29][C:24]([S:21]([CH3:20])(=[O:22])=[O:23])=[CH:25][CH:26]=5)[N:31]=[CH:32][C:33]=34)[CH2:41][CH2:42]2)=[O:7])[CH2:17][CH2:16][CH2:15][CH2:14]1. The yield is 0.290. (2) The reactants are CO[C:3]1[CH:10]=[CH:9][C:6]([CH2:7]N)=[CH:5][CH:4]=1.O[C@@H]1[C@H](O)[C@@H](OC)C(C)(C)O[C@H]1OC1C(C)=C2C([CH:28]=[C:29]([NH:36][C:37]([C:39]3[CH:40]=[C:41](C4C=CC=C(C)C=4)[C:42]([O:45][CH3:46])=[CH:43][CH:44]=3)=O)[C:30](=O)O2)=CC=1.[O-]P([O-])([O-])=O.[K+].[K+].[K+].[NH:62]1[CH2:69][CH2:68][CH2:67][C@H:63]1[C:64](O)=[O:65].[CH3:70]S(C)=O. No catalyst specified. The product is [CH3:46][O:45][C:42]1[CH:41]=[CH:40][C:39]([CH2:37][NH:36][C:29]2[CH:30]=[N:62][C:69]3[C:68]([CH:28]=2)=[CH:67][CH:63]=[C:64]([O:65][CH2:7][C:6]2[CH:9]=[CH:10][CH:3]=[CH:4][CH:5]=2)[CH:70]=3)=[CH:44][CH:43]=1. The yield is 0.730. (3) The reactants are C([O:8][C:9]1[CH:14]=[CH:13][CH:12]=[CH:11][C:10]=1[C:15]1[O:16][C@H:17]([CH3:25])[C@@H:18]([C:20]([NH:22][CH2:23][CH3:24])=[O:21])[N:19]=1)C1C=CC=CC=1. The catalyst is CCO.[Pd]. The product is [CH2:23]([NH:22][C:20]([C@@H:18]1[C@@H:17]([CH3:25])[O:16][C:15]([C:10]2[CH:11]=[CH:12][CH:13]=[CH:14][C:9]=2[OH:8])=[N:19]1)=[O:21])[CH3:24]. The yield is 0.829. (4) The reactants are [Cl:1][C:2]1[CH:10]=[C:9]2[C:5]([C:6]([C:11]([O:13][CH3:14])=[O:12])=[CH:7][NH:8]2)=[CH:4][C:3]=1B1OCC(C)(C)CO1.Br[C:24]1[CH:40]=[CH:39][C:27]([O:28][CH2:29][CH2:30][CH2:31][N:32]2[CH2:37][CH2:36][N:35]([CH3:38])[CH2:34][CH2:33]2)=[CH:26][CH:25]=1.C(=O)([O-])[O-].[K+].[K+].C(OCC)(=O)C. The catalyst is C1(C)C=CC=CC=1.C(O)C.C1C=CC(P(C2C=CC=CC=2)[C-]2C=CC=C2)=CC=1.C1C=CC(P(C2C=CC=CC=2)[C-]2C=CC=C2)=CC=1.Cl[Pd]Cl.[Fe+2]. The product is [Cl:1][C:2]1[CH:10]=[C:9]2[C:5]([C:6]([C:11]([O:13][CH3:14])=[O:12])=[CH:7][NH:8]2)=[CH:4][C:3]=1[C:24]1[CH:40]=[CH:39][C:27]([O:28][CH2:29][CH2:30][CH2:31][N:32]2[CH2:33][CH2:34][N:35]([CH3:38])[CH2:36][CH2:37]2)=[CH:26][CH:25]=1. The yield is 0.750. (5) The reactants are N[C:2]1[CH:3]=[C:4]([NH:12][C:13]([C:15]2[C:24](=[O:25])[C:23]3[C:18](=[CH:19][CH:20]=[CH:21][CH:22]=3)[NH:17][CH:16]=2)=[O:14])[CH:5]=[CH:6][C:7]=1[C:8]([CH3:11])([CH3:10])[CH3:9].[C:26](O)(=O)C.C=O.[C:32]([BH3-])#[N:33].[Na+]. The catalyst is C(Cl)Cl.CO.CCOCC. The product is [CH3:26][N:33]([CH3:32])[C:2]1[CH:3]=[C:4]([NH:12][C:13]([C:15]2[C:24](=[O:25])[C:23]3[C:18](=[CH:19][CH:20]=[CH:21][CH:22]=3)[NH:17][CH:16]=2)=[O:14])[CH:5]=[CH:6][C:7]=1[C:8]([CH3:11])([CH3:10])[CH3:9]. The yield is 0.170.